This data is from Forward reaction prediction with 1.9M reactions from USPTO patents (1976-2016). The task is: Predict the product of the given reaction. (1) The product is: [CH:25]([S:26]([NH:1][C:2]1[CH:3]=[CH:4][C:5]([NH:8][C:9](=[O:15])[O:10][C:11]([CH3:12])([CH3:14])[CH3:13])=[CH:6][CH:7]=1)(=[O:28])=[O:27])=[CH2:24]. Given the reactants [NH2:1][C:2]1[CH:7]=[CH:6][C:5]([NH:8][C:9](=[O:15])[O:10][C:11]([CH3:14])([CH3:13])[CH3:12])=[CH:4][CH:3]=1.C(N(CC)CC)C.Cl[CH2:24][CH2:25][S:26](Cl)(=[O:28])=[O:27], predict the reaction product. (2) Given the reactants CCN(C(C)C)C(C)C.[O:10]1[CH2:15][CH2:14][CH2:13][CH2:12][CH:11]1[O:16][NH2:17].[C:18]([C:21]([N:27]([CH3:37])[C:28]([C:30]1[CH:35]=[CH:34][C:33]([I:36])=[CH:32][CH:31]=1)=[O:29])([CH3:26])[C:22]([NH:24][CH3:25])=[O:23])(O)=[O:19].CN(C(ON1N=NC2C=CC=NC1=2)=[N+](C)C)C.F[P-](F)(F)(F)(F)F, predict the reaction product. The product is: [I:36][C:33]1[CH:32]=[CH:31][C:30]([C:28]([N:27]([CH3:37])[C:21]([CH3:26])([C:18]([NH:17][O:16][CH:11]2[CH2:12][CH2:13][CH2:14][CH2:15][O:10]2)=[O:19])[C:22]([NH:24][CH3:25])=[O:23])=[O:29])=[CH:35][CH:34]=1.